From a dataset of Full USPTO retrosynthesis dataset with 1.9M reactions from patents (1976-2016). Predict the reactants needed to synthesize the given product. (1) Given the product [Cl:17][C:5]1[C:6]([C:8]2[C:16]3[C:11](=[CH:12][CH:13]=[CH:14][CH:15]=3)[NH:10][CH:9]=2)=[N:7][C:2]([NH:26][C:25]2[CH:24]=[CH:23][C:22]([N:29]3[CH2:34][CH2:33][CH:32]([N:35]4[CH2:40][CH2:39][NH:38][CH2:37][CH2:36]4)[CH2:31][CH2:30]3)=[CH:21][C:20]=2[O:19][CH3:18])=[N:3][CH:4]=1, predict the reactants needed to synthesize it. The reactants are: Cl[C:2]1[N:7]=[C:6]([C:8]2[C:16]3[C:11](=[CH:12][CH:13]=[CH:14][CH:15]=3)[NH:10][CH:9]=2)[C:5]([Cl:17])=[CH:4][N:3]=1.[CH3:18][O:19][C:20]1[CH:21]=[C:22]([N:29]2[CH2:34][CH2:33][CH:32]([N:35]3[CH2:40][CH2:39][N:38](C(OC(C)(C)C)=O)[CH2:37][CH2:36]3)[CH2:31][CH2:30]2)[CH:23]=[CH:24][C:25]=1[N+:26]([O-])=O. (2) Given the product [N:1]1[NH:2][N:3]=[N:4][C:5]=1[C:6]1[CH:7]=[C:8]([C:12]2[N:13]=[C:14]([NH:42][C:41]3[CH:40]=[CH:39][C:38]([N:35]4[CH2:34][CH2:33][N:32]([CH3:31])[CH2:37][CH2:36]4)=[CH:44][CH:43]=3)[C:15]3[NH:20][N:19]=[CH:18][C:16]=3[N:17]=2)[CH:9]=[CH:10][CH:11]=1, predict the reactants needed to synthesize it. The reactants are: [N:1]1[NH:2][N:3]=[N:4][C:5]=1[C:6]1[CH:7]=[C:8]([C:12]2[N:13]=[C:14](Cl)[C:15]3[C:16](=[CH:18][N:19](CC4C=CC(OC)=CC=4)[N:20]=3)[N:17]=2)[CH:9]=[CH:10][CH:11]=1.[CH3:31][N:32]1[CH2:37][CH2:36][N:35]([C:38]2[CH:44]=[CH:43][C:41]([NH2:42])=[CH:40][CH:39]=2)[CH2:34][CH2:33]1.Cl.